This data is from Forward reaction prediction with 1.9M reactions from USPTO patents (1976-2016). The task is: Predict the product of the given reaction. (1) Given the reactants [Si:1]([O:8][CH2:9][CH:10]([N:24]([CH2:34][CH2:35][CH:36]([CH3:38])[CH3:37])[S:25]([C:28]1[CH:33]=[CH:32][CH:31]=[CH:30][CH:29]=1)(=[O:27])=[O:26])[C:11]1[S:12][CH:13]=[C:14]([CH:16]=[N:17][S:18]([C:20]([CH3:23])([CH3:22])[CH3:21])=[O:19])[CH:15]=1)([C:4]([CH3:7])([CH3:6])[CH3:5])([CH3:3])[CH3:2].[BH4-].[Na+], predict the reaction product. The product is: [Si:1]([O:8][CH2:9][CH:10]([N:24]([CH2:34][CH2:35][CH:36]([CH3:38])[CH3:37])[S:25]([C:28]1[CH:29]=[CH:30][CH:31]=[CH:32][CH:33]=1)(=[O:26])=[O:27])[C:11]1[S:12][CH:13]=[C:14]([CH2:16][NH:17][S:18]([C:20]([CH3:22])([CH3:23])[CH3:21])=[O:19])[CH:15]=1)([C:4]([CH3:7])([CH3:5])[CH3:6])([CH3:3])[CH3:2]. (2) Given the reactants [C:1]([C:3]1[C:11]2[C:10](=[O:12])[N:9]([CH2:13][O:14][CH2:15][CH2:16][Si:17]([CH3:20])([CH3:19])[CH3:18])[N:8]=[CH:7][C:6]=2[N:5]([CH2:21][O:22][CH2:23][CH2:24][Si:25]([CH3:28])([CH3:27])[CH3:26])[CH:4]=1)#[CH:2].C(O)C.[H][H], predict the reaction product. The product is: [CH2:1]([C:3]1[C:11]2[C:10](=[O:12])[N:9]([CH2:13][O:14][CH2:15][CH2:16][Si:17]([CH3:18])([CH3:19])[CH3:20])[N:8]=[CH:7][C:6]=2[N:5]([CH2:21][O:22][CH2:23][CH2:24][Si:25]([CH3:27])([CH3:26])[CH3:28])[CH:4]=1)[CH3:2]. (3) Given the reactants [Br:1][C:2]1[CH:11]=[CH:10][CH:9]=[C:8]2[C:3]=1[CH:4]=[CH:5][N+:6]([O-])=[CH:7]2.O=P(Cl)(Cl)[Cl:15], predict the reaction product. The product is: [Br:1][C:2]1[CH:11]=[CH:10][CH:9]=[C:8]2[C:3]=1[CH:4]=[CH:5][N:6]=[C:7]2[Cl:15]. (4) The product is: [I:18][C:19]1[N:20]=[C:21]([C@@H:25]2[CH2:29][CH2:28][CH2:27][N:26]2[C:30]([O:32][C:33]([CH3:36])([CH3:35])[CH3:34])=[O:31])[NH:22][CH:23]=1. Given the reactants N1C=CN=C1[C@@H]1CCCN1C(OC(C)(C)C)=O.[I:18][C:19]1[N:20]=[C:21]([C@@H:25]2[CH2:29][CH2:28][CH2:27][N:26]2[C:30]([O:32][C:33]([CH3:36])([CH3:35])[CH3:34])=[O:31])[NH:22][C:23]=1I.P(C(C)(C)C)(C(C)(C)C)C(C)(C)C.N1CCCCC1, predict the reaction product. (5) Given the reactants [Br:1][C:2]1[CH:7]=[CH:6][C:5]([OH:8])=[CH:4][CH:3]=1.C(=O)([O-])[O-].[K+].[K+].Br[CH2:16][CH2:17][CH2:18][Cl:19], predict the reaction product. The product is: [Br:1][C:2]1[CH:7]=[CH:6][C:5]([O:8][CH2:16][CH2:17][CH2:18][Cl:19])=[CH:4][CH:3]=1. (6) Given the reactants [Cl:1][C:2]1[CH:3]=[C:4]([N+:14]([O-])=O)[C:5]([CH2:12][CH3:13])=[C:6]([CH:11]=1)[C:7]([O:9][CH3:10])=[O:8].[Cl-].[NH4+].O, predict the reaction product. The product is: [NH2:14][C:4]1[C:5]([CH2:12][CH3:13])=[C:6]([CH:11]=[C:2]([Cl:1])[CH:3]=1)[C:7]([O:9][CH3:10])=[O:8]. (7) Given the reactants O[C:2]1[CH:16]=[C:15]2[C:5]([NH:6][CH:7]=[C:8]2[CH2:9][C@@H:10]([C:12]([OH:14])=[O:13])[NH2:11])=[CH:4][CH:3]=1.[H-].[Na+].I[CH3:20], predict the reaction product. The product is: [CH3:20][NH:11][C@H:10]([C:12]([OH:14])=[O:13])[CH2:9][C:8]1[C:15]2[C:5](=[CH:4][CH:3]=[CH:2][CH:16]=2)[NH:6][CH:7]=1.